Dataset: Full USPTO retrosynthesis dataset with 1.9M reactions from patents (1976-2016). Task: Predict the reactants needed to synthesize the given product. (1) Given the product [NH2:1][C:2]1[C:7]([C:8]([OH:10])=[O:9])=[C:6]([CH3:13])[N:5]=[C:4]2[S:14][C:15]([CH3:18])=[C:16]([Br:17])[C:3]=12, predict the reactants needed to synthesize it. The reactants are: [NH2:1][C:2]1[C:7]([C:8]([O:10]CC)=[O:9])=[C:6]([CH3:13])[N:5]=[C:4]2[S:14][C:15]([CH3:18])=[C:16]([Br:17])[C:3]=12.[OH-].[Na+].Cl. (2) Given the product [C:1]([C:3]1[CH:4]=[C:5]([S:10]([N:13]([CH2:19][C:20]2[CH:25]=[CH:24][C:23]([O:26][CH3:27])=[CH:22][C:21]=2[O:28][CH3:29])[C:14]2[S:18][N:17]=[CH:16][N:15]=2)(=[O:12])=[O:11])[CH:6]=[CH:7][C:8]=1[O:41][C:32]1[CH:33]=[CH:34][C:35]([C:37]([F:38])([F:39])[F:40])=[CH:36][C:31]=1[I:30])#[N:2], predict the reactants needed to synthesize it. The reactants are: [C:1]([C:3]1[CH:4]=[C:5]([S:10]([N:13]([CH2:19][C:20]2[CH:25]=[CH:24][C:23]([O:26][CH3:27])=[CH:22][C:21]=2[O:28][CH3:29])[C:14]2[S:18][N:17]=[CH:16][N:15]=2)(=[O:12])=[O:11])[CH:6]=[CH:7][C:8]=1F)#[N:2].[I:30][C:31]1[CH:36]=[C:35]([C:37]([F:40])([F:39])[F:38])[CH:34]=[CH:33][C:32]=1[OH:41]. (3) Given the product [C:12]([C:14]1[C:19]2[N:20]=[C:21]([C:23]([N:25]([CH3:27])[CH3:26])=[O:24])[O:22][C:18]=2[C:17]([N:9]2[CH2:10][CH2:11][C@H:7]([NH:6][CH3:5])[CH2:8]2)=[C:16]([C:29]2[CH:34]=[CH:33][CH:32]=[CH:31][CH:30]=2)[C:15]=1[CH3:35])#[N:13], predict the reactants needed to synthesize it. The reactants are: CS(C)=O.[CH3:5][NH:6][C@H:7]1[CH2:11][CH2:10][NH:9][CH2:8]1.[C:12]([C:14]1[C:19]2[N:20]=[C:21]([C:23]([N:25]([CH3:27])[CH3:26])=[O:24])[O:22][C:18]=2[C:17](F)=[C:16]([C:29]2[CH:34]=[CH:33][CH:32]=[CH:31][CH:30]=2)[C:15]=1[CH3:35])#[N:13].C(N(CC)CC)C. (4) The reactants are: [OH:1][C:2]1[CH:9]=[CH:8][C:5]([CH:6]=O)=[CH:4][CH:3]=1.[NH:10]1[CH2:15][CH2:14][CH2:13][CH2:12][CH2:11]1.C(O)=O.Cl. Given the product [N:10]1([CH2:6][C:5]2[CH:8]=[CH:9][C:2]([OH:1])=[CH:3][CH:4]=2)[CH2:15][CH2:14][CH2:13][CH2:12][CH2:11]1, predict the reactants needed to synthesize it. (5) Given the product [O:1]=[C:2]1[C:10]2[C:5](=[CH:6][CH:7]=[CH:8][CH:9]=2)[C:4](=[O:11])[N:3]1[CH2:12][CH2:13][N:14]1[C:23]2[C:18](=[N:19][CH:20]=[C:21]([CH2:24][C:25]3[CH:26]=[CH:27][C:28]([F:31])=[CH:29][CH:30]=3)[CH:22]=2)[C:17]([OH:32])=[C:16]([C:33]([NH:47][CH2:46][CH2:45][N:39]2[CH2:44][CH2:43][O:42][CH2:41][CH2:40]2)=[O:34])[C:15]1=[O:38], predict the reactants needed to synthesize it. The reactants are: [O:1]=[C:2]1[C:10]2[C:5](=[CH:6][CH:7]=[CH:8][CH:9]=2)[C:4](=[O:11])[N:3]1[CH2:12][CH2:13][N:14]1[C:23]2[C:18](=[N:19][CH:20]=[C:21]([CH2:24][C:25]3[CH:30]=[CH:29][C:28]([F:31])=[CH:27][CH:26]=3)[CH:22]=2)[C:17]([OH:32])=[C:16]([C:33](OCC)=[O:34])[C:15]1=[O:38].[N:39]1([CH2:45][CH2:46][NH2:47])[CH2:44][CH2:43][O:42][CH2:41][CH2:40]1. (6) Given the product [Cl:15][C:16]1[CH:21]=[CH:20][C:19]([NH:22][C:1](=[O:10])[C:2]2[CH:8]=[CH:7][CH:6]=[CH:5][C:3]=2[OH:4])=[C:18]([F:23])[CH:17]=1, predict the reactants needed to synthesize it. The reactants are: [C:1]([OH:10])(=O)[C:2]1[C:3](=[CH:5][CH:6]=[CH:7][CH:8]=1)[OH:4].S(Cl)(Cl)=O.[Cl:15][C:16]1[CH:21]=[CH:20][C:19]([NH2:22])=[C:18]([F:23])[CH:17]=1. (7) Given the product [CH3:12][O:11][C:3]1[CH:4]=[CH:5][C:6]([N+:8]([O-:10])=[O:9])=[CH:7][C:2]=1[CH3:1], predict the reactants needed to synthesize it. The reactants are: [CH3:1][C:2]1[CH:7]=[C:6]([N+:8]([O-:10])=[O:9])[CH:5]=[CH:4][C:3]=1[OH:11].[C:12](=O)([O-])[O-].[K+].[K+].CI. (8) Given the product [NH2:37][C:22]1[C:23]([C:25]2[N:26]=[CH:27][C:28]3[C:33]([CH:34]=2)=[CH:32][CH:31]=[C:30]([OH:35])[CH:29]=3)=[CH:24][C:19]([C:17]2[CH:16]=[N:15][N:14]([CH:11]3[CH2:12][CH2:13][NH:8][CH2:9][CH2:10]3)[CH:18]=2)=[CH:20][N:21]=1, predict the reactants needed to synthesize it. The reactants are: C(OC([N:8]1[CH2:13][CH2:12][CH:11]([N:14]2[CH:18]=[C:17]([C:19]3[CH:20]=[N:21][C:22]([NH2:37])=[C:23]([C:25]4[N:26]=[CH:27][C:28]5[C:33]([CH:34]=4)=[CH:32][CH:31]=[C:30]([O:35]C)[CH:29]=5)[CH:24]=3)[CH:16]=[N:15]2)[CH2:10][CH2:9]1)=O)(C)(C)C.B(Br)(Br)Br.C([O-])([O-])=O.[Na+].[Na+].